From a dataset of Catalyst prediction with 721,799 reactions and 888 catalyst types from USPTO. Predict which catalyst facilitates the given reaction. (1) Reactant: [Cl:1][C:2]1[CH:9]=[CH:8][CH:7]=[CH:6][C:3]=1[CH:4]=O.[NH2:10][C:11]1[CH:15]=[CH:14][NH:13][N:12]=1.[C:16]([CH2:18][C:19](=O)[CH2:20][CH2:21][CH3:22])#[N:17]. Product: [Cl:1][C:2]1[CH:9]=[CH:8][CH:7]=[CH:6][C:3]=1[CH:4]1[C:18]([C:16]#[N:17])=[C:19]([CH2:20][CH2:21][CH3:22])[NH:10][C:11]2=[N:12][NH:13][CH:14]=[C:15]12. The catalyst class is: 10. (2) Reactant: C([O:5][C:6]([C:8]1[CH:13]=[C:12](OC2C=CC(NC)=C(N)C=2)[CH:11]=[CH:10][N:9]=1)=[O:7])(C)(C)C.NC(N)=S.IC.C(OC(C1C=C([O:43][C:44]2[CH:62]=[CH:61][C:47]3[N:48]([CH3:60])[C:49]([NH:51][C:52]4[CH:57]=[CH:56][C:55]([Br:58])=[C:54]([CH3:59])[CH:53]=4)=[N:50][C:46]=3[CH:45]=2)C=CN=1)=O)(C)(C)C.FC(F)(F)C(O)=O. Product: [Br:58][C:55]1[CH:56]=[CH:57][C:52]([NH:51][C:49]2[N:48]([CH3:60])[C:47]3[CH:61]=[CH:62][C:44]([O:43][C:8]4([C:6]([OH:7])=[O:5])[CH:13]=[CH:12][CH:11]=[CH:10][NH:9]4)=[CH:45][C:46]=3[N:50]=2)=[CH:53][C:54]=1[CH3:59]. The catalyst class is: 100. (3) Reactant: [CH3:1][C:2]1[CH:3]=[C:4]([CH:8]=[C:9]([CH3:11])[N:10]=1)[C:5](O)=[O:6].C1N=CN(C(N2C=NC=C2)=O)C=1.Cl.[CH3:25][NH:26][O:27][CH3:28]. Product: [CH3:28][O:27][N:26]([CH3:25])[C:5](=[O:6])[C:4]1[CH:3]=[C:2]([CH3:1])[N:10]=[C:9]([CH3:11])[CH:8]=1. The catalyst class is: 2. (4) Reactant: [OH:1][C:2]([C:4]([F:7])([F:6])[F:5])=[O:3].[F:8][C:9]1[CH:36]=[CH:35][C:12]([CH2:13][N:14]2[CH2:33][CH2:32][N:17]3[C:18](=[O:31])[N:19]([CH2:24][CH:25]4[CH2:30][O:29][CH2:28][CH2:27][NH:26]4)[C:20](=[O:23])[C:21]([OH:22])=[C:16]3[C:15]2=[O:34])=[CH:11][CH:10]=1.N1C=CC=CC=1.[C:43](OC(=O)C)(=[O:45])[CH3:44]. Product: [OH2:1].[C:13](#[N:14])[CH3:12].[C:2]([OH:3])([C:4]([F:7])([F:6])[F:5])=[O:1].[C:43]([N:26]1[CH2:27][CH2:28][O:29][CH2:30][CH:25]1[CH2:24][N:19]1[C:20](=[O:23])[C:21]([OH:22])=[C:16]2[C:15](=[O:34])[N:14]([CH2:13][C:12]3[CH:11]=[CH:10][C:9]([F:8])=[CH:36][CH:35]=3)[CH2:33][CH2:32][N:17]2[C:18]1=[O:31])(=[O:45])[CH3:44]. The catalyst class is: 2.